From a dataset of Full USPTO retrosynthesis dataset with 1.9M reactions from patents (1976-2016). Predict the reactants needed to synthesize the given product. (1) The reactants are: [CH3:1][O:2][C:3]1[C:10]([O:11][CH3:12])=[CH:9][C:6]([C:7]#[N:8])=[C:5](O)[CH:4]=1.N[C@@H:15]([C:18]([OH:20])=[O:19])[CH2:16][SH:17].C(=O)(O)[O-].[Na+]. Given the product [CH3:1][O:2][C:3]1[C:10]([O:11][CH3:12])=[CH:9][C:6]([C@H:7]2[NH:8][C:15]([C:18]([OH:20])=[O:19])=[CH:16][S:17]2)=[CH:5][CH:4]=1, predict the reactants needed to synthesize it. (2) The reactants are: [Cl:1][C:2]1[CH:7]=[CH:6][C:5]([N:8]2[C:13](=[O:14])[C:12]3[C:15]([C:24](O)=[O:25])=[N:16][N:17]([C:18]4[CH:23]=[CH:22][CH:21]=[CH:20][CH:19]=4)[C:11]=3[N:10]=[C:9]2[C:27]2[CH:32]=[CH:31][C:30]([CH:33]([CH3:35])[CH3:34])=[CH:29][CH:28]=2)=[CH:4][CH:3]=1.O=S(Cl)Cl.O[NH:41][C:42](=[NH:44])[CH3:43].CCN(CC)CC. Given the product [Cl:1][C:2]1[CH:3]=[CH:4][C:5]([N:8]2[C:13](=[O:14])[C:12]3[C:15]([C:24]4[O:25][N:44]=[C:42]([CH3:43])[N:41]=4)=[N:16][N:17]([C:18]4[CH:23]=[CH:22][CH:21]=[CH:20][CH:19]=4)[C:11]=3[N:10]=[C:9]2[C:27]2[CH:32]=[CH:31][C:30]([CH:33]([CH3:34])[CH3:35])=[CH:29][CH:28]=2)=[CH:6][CH:7]=1, predict the reactants needed to synthesize it. (3) Given the product [C:17]([C:16]1[CH:19]=[CH:20][C:13]([N:12]2[C:8]([C:7]3[C:2]([CH3:1])=[C:3]([C:25]4[CH:30]=[CH:29][CH:28]=[C:27]([C:31]([F:34])([F:32])[F:33])[CH:26]=4)[C:4]4[N:5]([C:21](=[O:24])[N:22]([CH2:36][C:37]([NH:39][CH3:40])=[O:38])[N:23]=4)[CH:6]=3)=[CH:9][CH:10]=[N:11]2)=[CH:14][CH:15]=1)#[N:18], predict the reactants needed to synthesize it. The reactants are: [CH3:1][C:2]1[C:7]([C:8]2[N:12]([C:13]3[CH:20]=[CH:19][C:16]([C:17]#[N:18])=[CH:15][CH:14]=3)[N:11]=[CH:10][CH:9]=2)=[CH:6][N:5]2[C:21](=[O:24])[NH:22][N:23]=[C:4]2[C:3]=1[C:25]1[CH:30]=[CH:29][CH:28]=[C:27]([C:31]([F:34])([F:33])[F:32])[CH:26]=1.Cl[CH2:36][C:37]([NH:39][CH3:40])=[O:38]. (4) Given the product [ClH:26].[CH3:12][O:13][C:14]1[CH:15]=[C:16]([CH:21]=[CH:22][C:23]=1[O:24][CH3:25])[O:17][CH2:18][CH2:19][O:20][C:37]([N:39]1[CH2:44][CH2:43][N:42]([CH:45]([CH2:48][CH3:49])[CH2:46][CH3:47])[CH2:41][CH2:40]1)=[O:36], predict the reactants needed to synthesize it. The reactants are: C(C(N1CCNCC1)CC)C.[CH3:12][O:13][C:14]1[CH:15]=[C:16]([CH:21]=[CH:22][C:23]=1[O:24][CH3:25])[O:17][CH2:18][CH2:19][OH:20].[ClH:26].[N+](C1C=CC([O:36][C:37]([N:39]2[CH2:44][CH2:43][N:42]([CH:45]([CH2:48][CH3:49])[CH2:46][CH3:47])[CH2:41][CH2:40]2)=O)=CC=1)([O-])=O. (5) Given the product [CH3:7][C:5]1[S:6][C:2]([C:30]2[CH:29]=[C:28]3[C:33](=[CH:32][CH:31]=2)[N:25]([CH2:24][CH:21]2[CH2:22][CH2:23][N:18]([C:16](=[O:17])[CH2:15][CH2:14][C:8]4[CH:13]=[CH:12][CH:11]=[CH:10][CH:9]=4)[CH2:19][CH2:20]2)[CH:26]=[CH:27]3)=[CH:3][N:4]=1, predict the reactants needed to synthesize it. The reactants are: Br[C:2]1[S:6][C:5]([CH3:7])=[N:4][CH:3]=1.[C:8]1([CH2:14][CH2:15][C:16]([N:18]2[CH2:23][CH2:22][CH:21]([CH2:24][N:25]3[C:33]4[C:28](=[CH:29][C:30](B5OC(C)(C)C(C)(C)O5)=[CH:31][CH:32]=4)[CH:27]=[CH:26]3)[CH2:20][CH2:19]2)=[O:17])[CH:13]=[CH:12][CH:11]=[CH:10][CH:9]=1.C(=O)([O-])[O-].[Na+].[Na+]. (6) The reactants are: Br[C:2]1[CH:15]=[CH:14][C:5]([CH2:6][CH:7]2[CH2:11][O:10][C:9]([CH3:13])([CH3:12])[O:8]2)=[CH:4][CH:3]=1.CN([CH:19]=[O:20])C. Given the product [CH3:12][C:9]1([CH3:13])[O:8][CH:7]([CH2:6][C:5]2[CH:14]=[CH:15][C:2]([CH:19]=[O:20])=[CH:3][CH:4]=2)[CH2:11][O:10]1, predict the reactants needed to synthesize it.